The task is: Predict the product of the given reaction.. This data is from Forward reaction prediction with 1.9M reactions from USPTO patents (1976-2016). (1) Given the reactants Cl[C:2]1[CH:7]=[C:6]([O:8][C:9]2[C:18]3[C:13](=[CH:14][CH:15]=[CH:16][CH:17]=3)[C:12]([NH:19][C:20](=[O:26])[O:21][C:22]([CH3:25])([CH3:24])[CH3:23])=[CH:11][CH:10]=2)[CH:5]=[CH:4][N:3]=1.[NH2:27][C:28]1[CH:33]=[CH:32][C:31]([P:34]([CH3:39])(=[O:38])[O:35][CH2:36][CH3:37])=[C:30]([Cl:40])[CH:29]=1.C(=O)([O-])[O-].[K+].[K+], predict the reaction product. The product is: [Cl:40][C:30]1[CH:29]=[C:28]([NH:27][C:2]2[CH:7]=[C:6]([O:8][C:9]3[C:18]4[C:13](=[CH:14][CH:15]=[CH:16][CH:17]=4)[C:12]([NH:19][C:20](=[O:26])[O:21][C:22]([CH3:23])([CH3:25])[CH3:24])=[CH:11][CH:10]=3)[CH:5]=[CH:4][N:3]=2)[CH:33]=[CH:32][C:31]=1[P:34]([O:35][CH2:36][CH3:37])([CH3:39])=[O:38]. (2) Given the reactants [NH2:1][C:2]([NH:4][C:5]1[CH:6]=[C:7]([C:11]([F:16])([CH3:15])[C:12]([O-:14])=[O:13])[CH:8]=[CH:9][CH:10]=1)=[S:3].Br[CH2:18][C:19](=O)[C:20]([F:23])([F:22])[F:21].[C:25]([O-])(O)=O.[Na+], predict the reaction product. The product is: [F:16][C:11]([C:7]1[CH:8]=[CH:9][CH:10]=[C:5]([NH:4][C:2]2[S:3][CH:18]=[C:19]([C:20]([F:23])([F:22])[F:21])[N:1]=2)[CH:6]=1)([CH3:15])[C:12]([O:14][CH3:25])=[O:13]. (3) Given the reactants O=[C:2]1[C:10]2[S:9][CH:8]=[CH:7][C:6]=2[CH2:5][CH2:4][CH:3]1[C:11]([O:13]C)=O.C(O)(=O)C.[CH:19]([NH2:21])=[NH:20], predict the reaction product. The product is: [N:20]1[C:2]2[C:10]3[S:9][CH:8]=[CH:7][C:6]=3[CH2:5][CH2:4][C:3]=2[C:11]([OH:13])=[N:21][CH:19]=1.